The task is: Predict which catalyst facilitates the given reaction.. This data is from Catalyst prediction with 721,799 reactions and 888 catalyst types from USPTO. Reactant: [F:1][C:2]1[C:3]([C:15]([F:18])([F:17])[F:16])=[CH:4][C:5]([N+:12]([O-:14])=[O:13])=[C:6]([NH:8]C(=O)C)[CH:7]=1.C([O-])(O)=O.[Na+]. Product: [F:1][C:2]1[C:3]([C:15]([F:16])([F:17])[F:18])=[CH:4][C:5]([N+:12]([O-:14])=[O:13])=[C:6]([NH2:8])[CH:7]=1. The catalyst class is: 33.